This data is from CYP2C9 inhibition data for predicting drug metabolism from PubChem BioAssay. The task is: Regression/Classification. Given a drug SMILES string, predict its absorption, distribution, metabolism, or excretion properties. Task type varies by dataset: regression for continuous measurements (e.g., permeability, clearance, half-life) or binary classification for categorical outcomes (e.g., BBB penetration, CYP inhibition). Dataset: cyp2c9_veith. (1) The molecule is Cc1ccc(C(=N)c2ccccc2Cc2cccc3ccccc23)c2ccccc12. The result is 0 (non-inhibitor). (2) The drug is COc1ccc(Oc2nc(C)cc(C)c2S(=O)(=O)c2ccc(C)cc2)cc1. The result is 1 (inhibitor). (3) The drug is C/C(=N\N=C(c1ccccc1)c1ccccc1)c1cccs1. The result is 1 (inhibitor). (4) The drug is COc1ccc(NC(=O)N2CC[C@@]3(CCCN(S(C)(=O)=O)C3)C2)cc1. The result is 0 (non-inhibitor). (5) The drug is c1ccc2c(N3CCOCC3)nc(-c3ccoc3)nc2c1. The result is 0 (non-inhibitor). (6) The molecule is Cc1ccc(CN2CC34C=CC(O3)C(C(=O)NCc3ccco3)C4C2=O)cc1. The result is 0 (non-inhibitor). (7) The compound is CCOc1ccc(OCCOc2ncnc3ccccc23)cc1. The result is 1 (inhibitor). (8) The molecule is O=C(Nc1ccccc1)N1CC2(CCN(C(=O)Oc3ccccc3)CC2)C1. The result is 0 (non-inhibitor). (9) The drug is Cc1ccc(C(=O)NC(=S)Nc2ccc(S(=O)(=O)N3CCN(C)CC3)cc2)cc1. The result is 1 (inhibitor).